From a dataset of Full USPTO retrosynthesis dataset with 1.9M reactions from patents (1976-2016). Predict the reactants needed to synthesize the given product. (1) Given the product [I-:14].[CH3:3][N+:2]([CH3:15])([CH3:1])[CH2:4][C:5]1[CH:10]=[CH:9][CH:8]=[CH:7][C:6]=1[N+:11]([O-:13])=[O:12], predict the reactants needed to synthesize it. The reactants are: [CH3:1][N:2]([CH2:4][C:5]1[CH:10]=[CH:9][CH:8]=[CH:7][C:6]=1[N+:11]([O-:13])=[O:12])[CH3:3].[I:14][CH3:15]. (2) Given the product [Cl:1][C:2]1[CH:3]=[CH:4][C:5]([NH:8][C:9]2[N:14]=[C:13]([C:15](=[S:18])[NH2:16])[CH:12]=[CH:11][N:10]=2)=[CH:6][CH:7]=1, predict the reactants needed to synthesize it. The reactants are: [Cl:1][C:2]1[CH:7]=[CH:6][C:5]([NH:8][C:9]2[N:14]=[C:13]([C:15]#[N:16])[CH:12]=[CH:11][N:10]=2)=[CH:4][CH:3]=1.[NH4+]=[S:18].O. (3) Given the product [C:30]([C:32]1[CH:33]=[CH:34][C:35]([S:38]([N:41]([CH2:49][C:50]2[CH:59]=[CH:58][C:53]([C:54]([OH:56])=[O:55])=[C:52]([F:60])[CH:51]=2)[CH2:42][C:43]2[CH:48]=[CH:47][CH:46]=[CH:45][N:44]=2)(=[O:40])=[O:39])=[CH:36][CH:37]=1)#[N:31], predict the reactants needed to synthesize it. The reactants are: ClC1C=CC(S(N(CC2C=CC(C(O)=O)=CC=2)CC2C=CC(F)=CC=2)(=O)=O)=CC=1.[C:30]([C:32]1[CH:37]=[CH:36][C:35]([S:38]([N:41]([CH2:49][C:50]2[CH:59]=[CH:58][C:53]([C:54]([O:56]C)=[O:55])=[C:52]([F:60])[CH:51]=2)[CH2:42][C:43]2[CH:48]=[CH:47][CH:46]=[CH:45][N:44]=2)(=[O:40])=[O:39])=[CH:34][CH:33]=1)#[N:31]. (4) The reactants are: [CH:1]1[C:13]2[CH:12]([CH2:14][O:15][C:16]([N:18]3[CH2:23][CH2:22][CH2:21][CH2:20][C@H:19]3[C:24](O)=[O:25])=[O:17])[C:11]3[C:6](=[CH:7][CH:8]=[CH:9][CH:10]=3)[C:5]=2[CH:4]=[CH:3][CH:2]=1.[NH2:27][CH2:28][C:29]1[CH:43]=[C:42]([Cl:44])[CH:41]=[CH:40][C:30]=1[CH2:31][NH:32][C:33](=[O:39])[O:34][C:35]([CH3:38])([CH3:37])[CH3:36].C1C=CC2N(O)N=NC=2C=1.CCN=C=NCCCN(C)C.Cl. Given the product [CH:10]1[C:11]2[CH:12]([CH2:14][O:15][C:16]([N:18]3[CH2:23][CH2:22][CH2:21][CH2:20][C@H:19]3[C:24](=[O:25])[NH:27][CH2:28][C:29]3[CH:43]=[C:42]([Cl:44])[CH:41]=[CH:40][C:30]=3[CH2:31][NH:32][C:33]([O:34][C:35]([CH3:38])([CH3:37])[CH3:36])=[O:39])=[O:17])[C:13]3[C:5](=[CH:4][CH:3]=[CH:2][CH:1]=3)[C:6]=2[CH:7]=[CH:8][CH:9]=1, predict the reactants needed to synthesize it. (5) Given the product [Br:1][C:2]1[C:3]([CH:9]2[O:13][CH2:12][CH2:11][O:10]2)=[N:4][C:5]([Br:8])=[CH:6][CH:7]=1, predict the reactants needed to synthesize it. The reactants are: [Br:1][C:2]1[C:3]([CH:9]=[O:10])=[N:4][C:5]([Br:8])=[CH:6][CH:7]=1.[CH2:11](O)[CH2:12][OH:13].CC1C=CC(S(O)(=O)=O)=CC=1. (6) Given the product [Cl:11][C:12]1[C:13]([C:46]2[CH:51]=[CH:50][C:49]([C:2]3[CH:9]=[CH:8][C:5]([C:6]#[N:7])=[CH:4][C:3]=3[F:10])=[CH:48][CH:47]=2)=[CH:14][C:15]2[N:19]=[C:18]([O:20][C@@H:21]3[CH2:22][C@H:23]([OH:24])[C@@H:28]([CH2:27][OH:26])[O:29][CH2:30]3)[NH:17][C:16]=2[CH:45]=1, predict the reactants needed to synthesize it. The reactants are: Br[C:2]1[CH:9]=[CH:8][C:5]([C:6]#[N:7])=[CH:4][C:3]=1[F:10].[Cl:11][C:12]1[C:13]([C:46]2[CH:51]=[CH:50][C:49](B3OC(C)(C)C(C)(C)O3)=[CH:48][CH:47]=2)=[CH:14][C:15]2[N:19]=[C:18]([O:20][C@H:21]3[CH2:30][O:29][C@H:28]4[C@@H:23]([O:24]C(C5C=CC=CC=5)[O:26][CH2:27]4)[CH2:22]3)[N:17](COCC[Si](C)(C)C)[C:16]=2[CH:45]=1.[O-]P([O-])([O-])=O.[K+].[K+].[K+].